This data is from Catalyst prediction with 721,799 reactions and 888 catalyst types from USPTO. The task is: Predict which catalyst facilitates the given reaction. (1) Reactant: Cl.[OH:2][C@H:3]1[CH2:7][CH2:6][NH:5][C@@H:4]1[C:8]([O:10][CH3:11])=[O:9].CCN(CC)CC.[Cl:19][CH2:20][C:21](Cl)=[O:22]. Product: [Cl:19][CH2:20][C:21]([N:5]1[CH2:6][CH2:7][C@H:3]([OH:2])[C@H:4]1[C:8]([O:10][CH3:11])=[O:9])=[O:22]. The catalyst class is: 48. (2) Reactant: [CH2:1]([O:8][CH2:9][C@H:10]1[C@@H:14]([O:15][Si:16]([C:19]([CH3:22])([CH3:21])[CH3:20])([CH3:18])[CH3:17])[CH2:13][C@H:12]([NH2:23])[CH2:11]1)[C:2]1[CH:7]=[CH:6][CH:5]=[CH:4][CH:3]=1.C(N(CC)CC)C.[Cl:31][C:32]1[N:37]=[C:36](Cl)[N:35]=[C:34]([NH:39][C@@H:40]2[C:48]3[C:43](=[CH:44][CH:45]=[CH:46][CH:47]=3)[CH2:42][C@@H:41]2[O:49][CH3:50])[N:33]=1. Product: [CH2:1]([O:8][CH2:9][C@H:10]1[C@@H:14]([O:15][Si:16]([C:19]([CH3:20])([CH3:22])[CH3:21])([CH3:18])[CH3:17])[CH2:13][C@H:12]([NH:23][C:36]2[N:35]=[C:34]([NH:39][C@@H:40]3[C:48]4[C:43](=[CH:44][CH:45]=[CH:46][CH:47]=4)[CH2:42][C@@H:41]3[O:49][CH3:50])[N:33]=[C:32]([Cl:31])[N:37]=2)[CH2:11]1)[C:2]1[CH:7]=[CH:6][CH:5]=[CH:4][CH:3]=1. The catalyst class is: 1. (3) Reactant: Cl[C:2]1[N:7]=[N:6][C:5]([C:8]2[C:13]([F:14])=[CH:12][CH:11]=[CH:10][C:9]=2[F:15])=[N:4][CH:3]=1.[Cl:16][C:17]1[CH:18]=[C:19]([OH:23])[CH:20]=[CH:21][CH:22]=1.C(=O)([O-])[O-].[K+].[K+].O. Product: [Cl:16][C:17]1[CH:18]=[C:19]([CH:20]=[CH:21][CH:22]=1)[O:23][C:2]1[N:7]=[N:6][C:5]([C:8]2[C:13]([F:14])=[CH:12][CH:11]=[CH:10][C:9]=2[F:15])=[N:4][CH:3]=1. The catalyst class is: 10. (4) Reactant: Br[C:2]1[CH:7]=[CH:6][CH:5]=[CH:4][C:3]=1[CH:8]([C:10]1[CH:15]=[CH:14][CH:13]=[CH:12][CH:11]=1)[OH:9].[Li]CCCC.[SiH:21](Cl)([CH2:24][CH3:25])[CH2:22][CH3:23]. Product: [CH2:22]([Si:21]1([CH2:24][CH3:25])[C:2]2[CH:7]=[CH:6][CH:5]=[CH:4][C:3]=2[CH:8]([C:10]2[CH:15]=[CH:14][CH:13]=[CH:12][CH:11]=2)[O:9]1)[CH3:23]. The catalyst class is: 1. (5) Reactant: [Br:1][C:2]1[CH:3]=[C:4]([CH:8]([OH:12])[CH2:9][CH:10]=[CH2:11])[CH:5]=[CH:6][CH:7]=1.N1C=CN=C1.[C:18]([Si:22]([CH3:25])([CH3:24])Cl)([CH3:21])([CH3:20])[CH3:19]. Product: [Br:1][C:2]1[CH:3]=[C:4]([CH:8]([O:12][Si:22]([C:18]([CH3:21])([CH3:20])[CH3:19])([CH3:25])[CH3:24])[CH2:9][CH:10]=[CH2:11])[CH:5]=[CH:6][CH:7]=1. The catalyst class is: 174. (6) Reactant: C(OC([NH:8][C:9]1[O:17][C:16]2[C:11](=[N:12][CH:13]=[C:14]([CH2:18][N:19]3[CH2:22][C:21]([F:24])([F:23])[CH2:20]3)[CH:15]=2)[C:10]=1[C:25]([NH:27][C:28]1[CH:29]=[N:30][CH:31]=[CH:32][C:33]=1[N:34]1[CH2:39][C@H:38]([C:40]([F:43])([F:42])[F:41])[CH2:37][C@H:36]([NH:44]C(=O)OC(C)(C)C)[CH2:35]1)=[O:26])=O)(C)(C)C.Cl.O1CCOCC1. Product: [NH2:8][C:9]1[O:17][C:16]2[C:11](=[N:12][CH:13]=[C:14]([CH2:18][N:19]3[CH2:20][C:21]([F:23])([F:24])[CH2:22]3)[CH:15]=2)[C:10]=1[C:25]([NH:27][C:28]1[CH:29]=[N:30][CH:31]=[CH:32][C:33]=1[N:34]1[CH2:39][C@H:38]([C:40]([F:42])([F:43])[F:41])[CH2:37][C@H:36]([NH2:44])[CH2:35]1)=[O:26]. The catalyst class is: 5.